This data is from Forward reaction prediction with 1.9M reactions from USPTO patents (1976-2016). The task is: Predict the product of the given reaction. (1) Given the reactants C(OC(=O)[NH:7][CH:8]1[CH2:13][CH2:12][CH:11]([NH:14][C:15]2[N:20]=[C:19]3[N:21](C(C4C=CC=CC=4)(C4C=CC=CC=4)C4C=CC=CC=4)[N:22]=[C:23]([C:24]4[CH:29]=[CH:28][CH:27]=[C:26]([NH:30][CH:31]([C:41]5[CH:46]=[CH:45][CH:44]=[CH:43][CH:42]=5)[CH2:32][NH:33]C(OC(C)(C)C)=O)[N:25]=4)[C:18]3=[CH:17][N:16]=2)[CH2:10][CH2:9]1)(C)(C)C.Cl, predict the reaction product. The product is: [NH2:33][CH2:32][CH:31]([NH:30][C:26]1[N:25]=[C:24]([C:23]2[C:18]3[C:19](=[N:20][C:15]([NH:14][CH:11]4[CH2:12][CH2:13][CH:8]([NH2:7])[CH2:9][CH2:10]4)=[N:16][CH:17]=3)[NH:21][N:22]=2)[CH:29]=[CH:28][CH:27]=1)[C:41]1[CH:46]=[CH:45][CH:44]=[CH:43][CH:42]=1. (2) Given the reactants [C:1]([CH2:3][C:4]([OH:6])=O)#[N:2].[CH3:7][O:8][C:9]1[CH:29]=[CH:28][C:12]([O:13][C:14]2[CH:27]=[CH:26][C:17]([CH2:18][NH:19][C:20]([C:22]3([NH2:25])[CH2:24][CH2:23]3)=[O:21])=[CH:16][CH:15]=2)=[C:11]([C:30]([F:33])([F:32])[F:31])[CH:10]=1, predict the reaction product. The product is: [CH3:7][O:8][C:9]1[CH:29]=[CH:28][C:12]([O:13][C:14]2[CH:27]=[CH:26][C:17]([CH2:18][NH:19][C:20]([C:22]3([NH:25][C:4](=[O:6])[CH2:3][C:1]#[N:2])[CH2:23][CH2:24]3)=[O:21])=[CH:16][CH:15]=2)=[C:11]([C:30]([F:31])([F:32])[F:33])[CH:10]=1. (3) Given the reactants [Cl:1][C:2]1[C:3]([C:24]2[CH:29]=[C:28]([Cl:30])[CH:27]=[CH:26][C:25]=2[C:31]#[N:32])=[CH:4][C:5](=[O:23])[N:6]([CH:8]([CH2:16][C@@H:17]2[CH2:22][CH2:21][CH2:20][CH2:19][O:18]2)[C:9]([O:11]C(C)(C)C)=[O:10])[CH:7]=1.C(O)(C(F)(F)F)=O, predict the reaction product. The product is: [Cl:1][C:2]1[C:3]([C:24]2[CH:29]=[C:28]([Cl:30])[CH:27]=[CH:26][C:25]=2[C:31]#[N:32])=[CH:4][C:5](=[O:23])[N:6]([CH:8]([CH2:16][C@@H:17]2[CH2:22][CH2:21][CH2:20][CH2:19][O:18]2)[C:9]([OH:11])=[O:10])[CH:7]=1. (4) Given the reactants [Cl:1][C:2]1[CH:3]=[C:4]([C@@H:8]([OH:29])[CH2:9][N:10]([C@@H:18]2[CH2:27][C:26]3[CH:25]=[C:24]([OH:28])[CH:23]=[CH:22][C:21]=3[CH2:20][CH2:19]2)[C:11]([O:13][C:14]([CH3:17])([CH3:16])[CH3:15])=[O:12])[CH:5]=[CH:6][CH:7]=1.Cl[C:31]1[CH:41]=[CH:40][C:34]([C:35]([O:37][CH2:38][CH3:39])=[O:36])=[CH:33][N:32]=1.C(=O)([O-])[O-].[K+].[K+].C(OCC)(=O)C, predict the reaction product. The product is: [CH2:38]([O:37][C:35](=[O:36])[C:34]1[CH:40]=[CH:41][C:31]([O:28][C:24]2[CH:23]=[CH:22][C:21]3[CH2:20][CH2:19][C@H:18]([N:10]([CH2:9][C@@H:8]([C:4]4[CH:5]=[CH:6][CH:7]=[C:2]([Cl:1])[CH:3]=4)[OH:29])[C:11]([O:13][C:14]([CH3:17])([CH3:15])[CH3:16])=[O:12])[CH2:27][C:26]=3[CH:25]=2)=[N:32][CH:33]=1)[CH3:39]. (5) Given the reactants [F:1][C:2]([F:7])([F:6])[C:3]([OH:5])=[O:4].[Br:8][C:9]1[CH:29]=[CH:28][C:12]([C:13]([N:15]2[CH2:20][CH2:19][N:18](C(OC(C)(C)C)=O)[CH2:17][CH2:16]2)=[O:14])=[CH:11][CH:10]=1, predict the reaction product. The product is: [F:1][C:2]([F:7])([F:6])[C:3]([OH:5])=[O:4].[Br:8][C:9]1[CH:10]=[CH:11][C:12]([C:13]([N:15]2[CH2:16][CH2:17][NH:18][CH2:19][CH2:20]2)=[O:14])=[CH:28][CH:29]=1.